This data is from Peptide-MHC class I binding affinity with 185,985 pairs from IEDB/IMGT. The task is: Regression. Given a peptide amino acid sequence and an MHC pseudo amino acid sequence, predict their binding affinity value. This is MHC class I binding data. (1) The peptide sequence is VLLPFYETL. The MHC is HLA-A02:03 with pseudo-sequence HLA-A02:03. The binding affinity (normalized) is 0.484. (2) The binding affinity (normalized) is 0.0847. The MHC is HLA-B18:01 with pseudo-sequence HLA-B18:01. The peptide sequence is NLFDWMHFL. (3) The peptide sequence is ETINEEAADW. The MHC is HLA-A68:02 with pseudo-sequence HLA-A68:02. The binding affinity (normalized) is 0. (4) The MHC is HLA-B58:01 with pseudo-sequence HLA-B58:01. The peptide sequence is KARARLLSM. The binding affinity (normalized) is 0.242. (5) The peptide sequence is GESVKTQFNY. The MHC is HLA-B40:01 with pseudo-sequence HLA-B40:01. The binding affinity (normalized) is 0.135. (6) The peptide sequence is FLKEKGGL. The MHC is Mamu-A2201 with pseudo-sequence Mamu-A2201. The binding affinity (normalized) is 0.161. (7) The peptide sequence is PISELSRLR. The MHC is HLA-A31:01 with pseudo-sequence HLA-A31:01. The binding affinity (normalized) is 0.429.